This data is from Catalyst prediction with 721,799 reactions and 888 catalyst types from USPTO. The task is: Predict which catalyst facilitates the given reaction. (1) Reactant: Cl[C:2]1[CH:3]=[CH:4][CH:5]=[C:6]2[C:10]=1[C:9](=[O:11])[CH:8]([CH2:12][C:13]13[CH2:22][CH:17]4[CH2:18][CH:19]([CH2:21][CH:15]([CH2:16]4)[CH2:14]1)[CH2:20]3)[CH2:7]2.[C:23]([C:27]1[CH:32]=[CH:31][C:30](B(O)O)=[CH:29][CH:28]=1)([CH3:26])([CH3:25])[CH3:24].C(=O)([O-])[O-].[Na+].[Na+].C(O)CO. Product: [C:23]([C:27]1[CH:32]=[CH:31][C:30]([C:2]2[CH:3]=[CH:4][CH:5]=[C:6]3[C:10]=2[C:9](=[O:11])[CH:8]([CH2:12][C:13]24[CH2:14][CH:15]5[CH2:21][CH:19]([CH2:18][CH:17]([CH2:16]5)[CH2:22]2)[CH2:20]4)[CH2:7]3)=[CH:29][CH:28]=1)([CH3:26])([CH3:25])[CH3:24]. The catalyst class is: 6. (2) Reactant: Br[C:2]1[C:3]2[N:4]([CH:18]=[CH:19][N:20]=2)[N:5]=[C:6]([C:8]2[CH:9]=[C:10]([CH:15]=[CH:16][CH:17]=2)[C:11]([O:13][CH3:14])=[O:12])[CH:7]=1.[CH:21]12[CH2:26][CH:25]1[CH2:24][N:23]([C:27]1[N:32]=[C:31]([NH2:33])[CH:30]=[CH:29][CH:28]=1)[CH2:22]2.C1C=CC(P(C2C(C3C(P(C4C=CC=CC=4)C4C=CC=CC=4)=CC=C4C=3C=CC=C4)=C3C(C=CC=C3)=CC=2)C2C=CC=CC=2)=CC=1.C([O-])([O-])=O.[Cs+].[Cs+]. Product: [CH:25]12[CH2:26][CH:21]1[CH2:22][N:23]([C:27]1[N:32]=[C:31]([NH:33][C:2]3[C:3]4[N:4]([CH:18]=[CH:19][N:20]=4)[N:5]=[C:6]([C:8]4[CH:9]=[C:10]([CH:15]=[CH:16][CH:17]=4)[C:11]([O:13][CH3:14])=[O:12])[CH:7]=3)[CH:30]=[CH:29][CH:28]=1)[CH2:24]2. The catalyst class is: 102. (3) Product: [CH2:30]([O:29]/[C:5](=[CH:6]\[C:7]1[CH:12]=[CH:11][C:10]([O:13][CH2:14][C:15]2[N:16]=[C:17]([C:21]3[CH:26]=[CH:25][CH:24]=[CH:23][C:22]=3[CH3:27])[O:18][C:19]=2[CH3:20])=[CH:9][C:8]=1[CH3:28])/[C:4]([OH:32])=[O:3])[CH3:31]. Reactant: C([O:3][C:4](=[O:32])/[C:5](/[O:29][CH2:30][CH3:31])=[CH:6]/[C:7]1[CH:12]=[CH:11][C:10]([O:13][CH2:14][C:15]2[N:16]=[C:17]([C:21]3[CH:26]=[CH:25][CH:24]=[CH:23][C:22]=3[CH3:27])[O:18][C:19]=2[CH3:20])=[CH:9][C:8]=1[CH3:28])C.[OH-].[Na+]. The catalyst class is: 36. (4) Reactant: [Cl:1][C:2]1[CH:24]=[C:23]([Cl:25])[CH:22]=[CH:21][C:3]=1[CH2:4][NH:5][C:6]([C:8]1[C:9]([O:17][CH:18]([CH3:20])[CH3:19])=[N:10][N:11]([CH2:13][CH2:14][CH2:15][OH:16])[CH:12]=1)=[O:7].O[C:27]1[C:32]([O:33][CH3:34])=[CH:31][CH:30]=[CH:29][C:28]=1[CH2:35][C:36]([O:38]C)=[O:37].C(P(CCCC)CCCC)CCC.N(C(N1CCCCC1)=O)=NC(N1CCCCC1)=O. Product: [Cl:1][C:2]1[CH:24]=[C:23]([Cl:25])[CH:22]=[CH:21][C:3]=1[CH2:4][NH:5][C:6]([C:8]1[C:9]([O:17][CH:18]([CH3:20])[CH3:19])=[N:10][N:11]([CH2:13][CH2:14][CH2:15][O:16][C:27]2[C:32]([O:33][CH3:34])=[CH:31][CH:30]=[CH:29][C:28]=2[CH2:35][C:36]([OH:38])=[O:37])[CH:12]=1)=[O:7]. The catalyst class is: 7.